Dataset: Full USPTO retrosynthesis dataset with 1.9M reactions from patents (1976-2016). Task: Predict the reactants needed to synthesize the given product. (1) Given the product [CH:1]1([N:7]([CH2:28][CH:29]2[CH2:31][CH2:30]2)[C:8]2[N:13]=[CH:12][N:11]=[C:10]([C:14]([NH:16][C:17]3[CH:22]=[CH:21][C:20]([S:23]([N:33]([CH3:34])[CH3:32])(=[O:25])=[O:24])=[CH:19][C:18]=3[CH3:27])=[O:15])[CH:9]=2)[CH2:6][CH2:5][CH2:4][CH2:3][CH2:2]1, predict the reactants needed to synthesize it. The reactants are: [CH:1]1([N:7]([CH2:28][CH:29]2[CH2:31][CH2:30]2)[C:8]2[N:13]=[CH:12][N:11]=[C:10]([C:14]([NH:16][C:17]3[CH:22]=[CH:21][C:20]([S:23](Cl)(=[O:25])=[O:24])=[CH:19][C:18]=3[CH3:27])=[O:15])[CH:9]=2)[CH2:6][CH2:5][CH2:4][CH2:3][CH2:2]1.[CH3:32][NH:33][CH3:34]. (2) Given the product [CH:1]([C:4]1[C:5]([O:17][CH2:18][O:19][CH3:20])=[CH:6][C:7]([O:13][CH2:14][O:15][CH3:16])=[C:8]([CH:12]=1)[C:9]([NH:30][NH2:31])=[O:10])([CH3:3])[CH3:2], predict the reactants needed to synthesize it. The reactants are: [CH:1]([C:4]1[C:5]([O:17][CH2:18][O:19][CH3:20])=[CH:6][C:7]([O:13][CH2:14][O:15][CH3:16])=[C:8]([CH:12]=1)[C:9](O)=[O:10])([CH3:3])[CH3:2].C(Br)C1C=CC=CC=1.O.[NH2:30][NH2:31].